This data is from Catalyst prediction with 721,799 reactions and 888 catalyst types from USPTO. The task is: Predict which catalyst facilitates the given reaction. (1) Reactant: [C@H:1]1([NH:10][C:11]2[CH:20]=[CH:19][C:18]3[C:17]([NH2:21])=[CH:16][CH:15]=[CH:14][C:13]=3[N:12]=2)[C:9]2[C:4](=[CH:5][CH:6]=[CH:7][CH:8]=2)[CH2:3][CH2:2]1.[CH3:22][O:23][CH2:24][CH2:25][C:26](Cl)=[O:27]. Product: [C@H:1]1([NH:10][C:11]2[CH:20]=[CH:19][C:18]3[C:13](=[CH:14][CH:15]=[CH:16][C:17]=3[NH:21][C:26](=[O:27])[CH2:25][CH2:24][O:23][CH3:22])[N:12]=2)[C:9]2[C:4](=[CH:5][CH:6]=[CH:7][CH:8]=2)[CH2:3][CH2:2]1. The catalyst class is: 537. (2) Product: [CH2:18]([O:8][C:6]1[CH:7]=[C:2]([CH3:1])[CH:3]=[CH:4][C:5]=1[N+:9]([O-:11])=[O:10])[CH3:19]. The catalyst class is: 21. Reactant: [CH3:1][C:2]1[CH:3]=[CH:4][C:5]([N+:9]([O-:11])=[O:10])=[C:6]([OH:8])[CH:7]=1.C([O-])([O-])=O.[K+].[K+].[CH2:18](I)[CH3:19]. (3) Reactant: [F:1][C:2]1[CH:7]=[CH:6][C:5]([S:8][C:9]2[CH:14]=[CH:13][C:12]([N:15]3[CH:19]=[C:18]([NH:20][C:21]([NH2:23])=[O:22])[C:17]([C:24](=[O:26])[NH2:25])=[N:16]3)=[CH:11][CH:10]=2)=[CH:4][CH:3]=1.[OH:27]O. Product: [F:1][C:2]1[CH:7]=[CH:6][C:5]([S:8]([C:9]2[CH:10]=[CH:11][C:12]([N:15]3[CH:19]=[C:18]([NH:20][C:21]([NH2:23])=[O:22])[C:17]([C:24](=[O:26])[NH2:25])=[N:16]3)=[CH:13][CH:14]=2)=[O:27])=[CH:4][CH:3]=1. The catalyst class is: 15. (4) Reactant: [CH2:1]([O:8][C:9]([C:11]1[C:19]2[C:14](=[CH:15][CH:16]=[C:17]([O:20][CH2:21][CH2:22]Cl)[CH:18]=2)[NH:13][C:12]=1[CH3:24])=[O:10])[C:2]1[CH:7]=[CH:6][CH:5]=[CH:4][CH:3]=1.[I-:25].[Na+]. Product: [CH2:1]([O:8][C:9]([C:11]1[C:19]2[C:14](=[CH:15][CH:16]=[C:17]([O:20][CH2:21][CH2:22][I:25])[CH:18]=2)[NH:13][C:12]=1[CH3:24])=[O:10])[C:2]1[CH:7]=[CH:6][CH:5]=[CH:4][CH:3]=1. The catalyst class is: 131. (5) Reactant: Cl.[CH3:2][O:3][C:4](=[O:29])[C@H:5]([CH2:7][C:8]1[CH:13]=[CH:12][C:11]([C:14]2[C:15](=[O:28])[N:16]([CH2:21][C:22]3[CH:27]=[CH:26][CH:25]=[CH:24][CH:23]=3)[CH:17]=[C:18]([Cl:20])[CH:19]=2)=[CH:10][CH:9]=1)[NH2:6].[CH3:30][O:31][CH2:32][CH2:33][C:34]1([C:39](O)=[O:40])[CH2:38][CH2:37][CH2:36][CH2:35]1.CCN(C(C)C)C(C)C.CN(C(ON1N=NC2C=CC=CC1=2)=[N+](C)C)C.F[P-](F)(F)(F)(F)F. Product: [CH3:2][O:3][C:4](=[O:29])[C@H:5]([CH2:7][C:8]1[CH:9]=[CH:10][C:11]([C:14]2[C:15](=[O:28])[N:16]([CH2:21][C:22]3[CH:27]=[CH:26][CH:25]=[CH:24][CH:23]=3)[CH:17]=[C:18]([Cl:20])[CH:19]=2)=[CH:12][CH:13]=1)[NH:6][C:39]([C:34]1([CH2:33][CH2:32][O:31][CH3:30])[CH2:38][CH2:37][CH2:36][CH2:35]1)=[O:40]. The catalyst class is: 3. (6) Reactant: [C:1](OC(Cl)(Cl)Cl)(OC(Cl)(Cl)Cl)=O.[NH2:13][C:14]1[C:23]([Br:24])=[C:22]([F:25])[CH:21]=[CH:20][C:15]=1[C:16]([NH:18][CH3:19])=[O:17].[OH2:26]. Product: [Br:24][C:23]1[C:22]([F:25])=[CH:21][CH:20]=[C:15]2[C:14]=1[NH:13][C:19](=[O:26])[N:18]([CH3:1])[C:16]2=[O:17]. The catalyst class is: 2.